Task: Predict the reactants needed to synthesize the given product.. Dataset: Full USPTO retrosynthesis dataset with 1.9M reactions from patents (1976-2016) Given the product [CH:1]([O:4][C:5]([N:7]1[CH2:8][CH2:9][CH:10]([C@@H:13]([O:15][C:16]2[CH:21]=[CH:20][C:19]([C:44]3[CH:45]=[CH:46][C:41]([CH2:40][CH:39]([NH:38][C:36]([O:35][C:31]([CH3:33])([CH3:32])[CH3:34])=[O:37])[C:56](=[O:62])[N:57]4[CH2:61][CH2:60][CH2:59][CH2:58]4)=[C:42]([F:55])[CH:43]=3)=[CH:18][CH:17]=2)[CH3:14])[CH2:11][CH2:12]1)=[O:6])([CH3:2])[CH3:3], predict the reactants needed to synthesize it. The reactants are: [CH:1]([O:4][C:5]([N:7]1[CH2:12][CH2:11][CH:10]([CH:13]([O:15][C:16]2[CH:21]=[CH:20][C:19](B3OC(C)(C)C(C)(C)O3)=[CH:18][CH:17]=2)[CH3:14])[CH2:9][CH2:8]1)=[O:6])([CH3:3])[CH3:2].[C:31]([O:35][C:36]([NH:38][C@H:39]([C:56](=[O:62])[N:57]1[CH2:61][CH2:60][CH2:59][CH2:58]1)[CH2:40][C:41]1[CH:46]=[CH:45][C:44](OS(C(F)(F)F)(=O)=O)=[CH:43][C:42]=1[F:55])=[O:37])([CH3:34])([CH3:33])[CH3:32].